This data is from Forward reaction prediction with 1.9M reactions from USPTO patents (1976-2016). The task is: Predict the product of the given reaction. (1) Given the reactants [C@H:1]12[CH2:6][C@H:5]1[CH2:4][NH:3][C@@H:2]2[CH2:7][NH:8][C:9](=[O:14])[C:10]([F:13])([F:12])[F:11].[C:15]1([CH3:29])[CH:20]=[CH:19][C:18]([C:21]2[S:22][CH:23]=[CH:24][C:25]=2[C:26](O)=[O:27])=[CH:17][CH:16]=1, predict the reaction product. The product is: [F:13][C:10]([F:12])([F:11])[C:9]([NH:8][CH2:7][C@H:2]1[N:3]([C:26]([C:25]2[CH:24]=[CH:23][S:22][C:21]=2[C:18]2[CH:19]=[CH:20][C:15]([CH3:29])=[CH:16][CH:17]=2)=[O:27])[CH2:4][C@H:5]2[C@@H:1]1[CH2:6]2)=[O:14]. (2) The product is: [CH2:1]([C:5]1[N:6]=[C:7]([CH3:27])[N:8]([CH2:31][CH2:32][C:33]2[CH:38]=[CH:37][C:36]([O:39][CH3:40])=[CH:35][CH:34]=2)[C:9](=[O:26])[C:10]=1[CH2:11][C:12]1[CH:17]=[CH:16][C:15]([C:18]2[CH:23]=[CH:22][CH:21]=[CH:20][C:19]=2[C:24]2[NH:43][C:44](=[O:47])[O:45][N:25]=2)=[CH:14][CH:13]=1)[CH2:2][CH2:3][CH3:4]. Given the reactants [CH2:1]([C:5]1[N:6]=[C:7]([CH3:27])[NH:8][C:9](=[O:26])[C:10]=1[CH2:11][C:12]1[CH:17]=[CH:16][C:15]([C:18]2[C:19]([C:24]#[N:25])=[CH:20][CH:21]=[CH:22][CH:23]=2)=[CH:14][CH:13]=1)[CH2:2][CH2:3][CH3:4].[H-].[Na+].Br[CH2:31][CH2:32][C:33]1[CH:38]=[CH:37][C:36]([O:39][CH3:40])=[CH:35][CH:34]=1.[Cl-].O[NH3+:43].[C:44](=[O:47])([O-])[OH:45].[Na+], predict the reaction product. (3) Given the reactants [C:1]1([NH2:8])[CH:6]=[CH:5][CH:4]=[CH:3][C:2]=1[NH2:7].C[Al](C)C.[NH2:13][C:14]1[C:15]2[N:16]([C:20]([CH:27]3[CH2:30][CH2:29][CH2:28]3)=[N:21][C:22]=2[C:23](OC)=[O:24])[CH:17]=[CH:18][N:19]=1, predict the reaction product. The product is: [NH2:13][C:14]1[C:15]2[N:16]([C:20]([CH:27]3[CH2:28][CH2:29][CH2:30]3)=[N:21][C:22]=2[C:23]([NH:7][C:2]2[CH:3]=[CH:4][CH:5]=[CH:6][C:1]=2[NH2:8])=[O:24])[CH:17]=[CH:18][N:19]=1. (4) Given the reactants Cl[CH2:2][CH2:3][CH2:4][CH2:5][C:6]([C:8]1[CH:13]=[CH:12][C:11]([Cl:14])=[CH:10][CH:9]=1)=[O:7].[CH3:15][CH:16]([CH3:32])[C:17]([NH:19][C:20]1[CH:25]=[CH:24][CH:23]=[C:22]([CH:26]2[CH2:31][CH2:30][NH:29][CH2:28][CH2:27]2)[CH:21]=1)=[O:18], predict the reaction product. The product is: [Cl:14][C:11]1[CH:12]=[CH:13][C:8]([C:6](=[O:7])[CH2:5][CH2:4][CH2:3][CH2:2][N:29]2[CH2:30][CH2:31][CH:26]([C:22]3[CH:21]=[C:20]([NH:19][C:17](=[O:18])[CH:16]([CH3:15])[CH3:32])[CH:25]=[CH:24][CH:23]=3)[CH2:27][CH2:28]2)=[CH:9][CH:10]=1. (5) Given the reactants Cl.[Cl:2][C:3]1[C:4]([O:29]COC)=[CH:5][C:6]([O:25]COC)=[C:7]([CH:24]=1)[C:8]([N:10]1[CH2:18][C:17]2[C:12](=[CH:13][CH:14]=[CH:15][CH:16]=2)[CH:11]1[C:19]([NH:21][CH2:22][CH3:23])=[O:20])=[O:9].C([O-])(O)=O.[Na+], predict the reaction product. The product is: [Cl:2][C:3]1[C:4]([OH:29])=[CH:5][C:6]([OH:25])=[C:7]([CH:24]=1)[C:8]([N:10]1[CH2:18][C:17]2[C:12](=[CH:13][CH:14]=[CH:15][CH:16]=2)[CH:11]1[C:19]([NH:21][CH2:22][CH3:23])=[O:20])=[O:9].